Task: Predict the reaction yield, written as a fraction of the theoretical maximum amount of product (1.0 means a 100% yield; for example, 0.34 means a 34% yield).. Dataset: Reaction yield outcomes from USPTO patents with 853,638 reactions (1) The reactants are [OH:1]S(C(F)(F)F)(=O)=O.[C:9](=[NH:32])([O:11][CH2:12][CH2:13][C:14]1[CH:19]=[CH:18][C:17]([O:20][C:21]2[CH:26]=[CH:25][C:24]([Cl:27])=[C:23]([C:28]([F:31])([F:30])[F:29])[CH:22]=2)=[CH:16][CH:15]=1)[NH2:10].[CH:33]([CH:35]([CH2:41][C:42]1[C:47](F)=[CH:46][C:45]([F:49])=[CH:44][C:43]=1[F:50])[C:36](OCC)=O)=[O:34].C([O-])([O-])=O.[K+].[K+]. The catalyst is CC(N(C)C)=O. The product is [Cl:27][C:24]1[CH:25]=[CH:26][C:21]([O:20][C:17]2[CH:16]=[CH:15][C:14]([CH2:13][CH2:12][O:11][C:9]3[NH:10][CH:36]=[C:35]([CH2:41][C:42]4[C:47]([OH:1])=[CH:46][C:45]([F:49])=[CH:44][C:43]=4[F:50])[C:33](=[O:34])[N:32]=3)=[CH:19][CH:18]=2)=[CH:22][C:23]=1[C:28]([F:31])([F:30])[F:29]. The yield is 0.320. (2) The reactants are [CH:1]1([C:5]2[C:14](I)=[CH:13][C:8]([C:9]([O:11][CH3:12])=[O:10])=[C:7]([CH2:16][CH3:17])[CH:6]=2)[CH2:4][CH2:3][CH2:2]1.[CH3:18][N:19](C)C=O. The catalyst is [C-]#N.[Zn+2].[C-]#N.C1C=CC([P]([Pd]([P](C2C=CC=CC=2)(C2C=CC=CC=2)C2C=CC=CC=2)([P](C2C=CC=CC=2)(C2C=CC=CC=2)C2C=CC=CC=2)[P](C2C=CC=CC=2)(C2C=CC=CC=2)C2C=CC=CC=2)(C2C=CC=CC=2)C2C=CC=CC=2)=CC=1. The product is [C:18]([C:14]1[C:5]([CH:1]2[CH2:4][CH2:3][CH2:2]2)=[CH:6][C:7]([CH2:16][CH3:17])=[C:8]([CH:13]=1)[C:9]([O:11][CH3:12])=[O:10])#[N:19]. The yield is 0.820. (3) The reactants are Br[C:2]1[N:7]=[C:6]2[N:8]([C@H:12]([C:14]3[CH:19]=[CH:18][CH:17]=[CH:16][CH:15]=3)[CH3:13])[C:9]([OH:11])=[N:10][C:5]2=[N:4][CH:3]=1.[CH3:20][S-:21].[Na+].CN1CCCC1=O. The catalyst is CCOC(C)=O. The product is [CH3:20][S:21][C:2]1[N:7]=[C:6]2[N:8]([C@H:12]([C:14]3[CH:19]=[CH:18][CH:17]=[CH:16][CH:15]=3)[CH3:13])[C:9]([OH:11])=[N:10][C:5]2=[N:4][CH:3]=1. The yield is 0.240. (4) The reactants are [Cl:1][C:2]1[C:7]([F:8])=[CH:6][CH:5]=[C:4]([Cl:9])[C:3]=1[CH:10]([O:12][C:13]1[C:14]([NH2:20])=[N:15][CH:16]=[C:17](I)[CH:18]=1)[CH3:11].[CH3:21][C:22]1[CH:26]=[CH:25][NH:24][N:23]=1.[O-]P([O-])([O-])=O.[K+].[K+].[K+].CCCCCCCCCCCC.C1(N)(N)CCCCC1. The catalyst is CS(C)=O.[Cu](I)I. The product is [Cl:1][C:2]1[C:7]([F:8])=[CH:6][CH:5]=[C:4]([Cl:9])[C:3]=1[CH:10]([O:12][C:13]1[C:14]([NH2:20])=[N:15][CH:16]=[C:17]([N:24]2[CH:25]=[CH:26][C:22]([CH3:21])=[N:23]2)[CH:18]=1)[CH3:11]. The yield is 0.342. (5) The reactants are [CH:1]([NH:4]C(C)C)(C)[CH3:2].C([Li])CCC.C(#N)C.[N+:16]([C:19]1[C:20]([NH:28][CH:29]2[CH2:34][CH2:33][C:32](=[O:35])[CH2:31][CH2:30]2)=[C:21]2[S:27][CH:26]=[CH:25][C:22]2=[N:23][CH:24]=1)([O-:18])=[O:17]. The catalyst is O1CCCC1.CN(C)P(N(C)C)(N(C)C)=O. The product is [OH:35][C:32]1([CH2:2][C:1]#[N:4])[CH2:31][CH2:30][CH:29]([NH:28][C:20]2[C:19]([N+:16]([O-:18])=[O:17])=[CH:24][N:23]=[C:22]3[CH:25]=[CH:26][S:27][C:21]=23)[CH2:34][CH2:33]1. The yield is 0.480. (6) The reactants are OC[C@@H](NC(=O)OC(C)(C)C)C(C)C.C1(=O)NC(=O)C2=CC=CC=C12.C1(P(C2C=CC=CC=2)C2C=CC=CC=2)C=CC=CC=1.N(C(OCC)=O)=NC(OCC)=O.[CH3:57][C:58]([CH3:80])([O:60][C:61]([NH:63][C@@H:64]([CH:77]([CH3:79])[CH3:78])[CH2:65][N:66]1C(=O)C2=CC=CC=C2C1=O)=[O:62])[CH3:59].O.N1C=CN=CC=1. The catalyst is O1CCCC1.C(O)C. The product is [NH2:66][CH2:65][C@@H:64]([NH:63][C:61](=[O:62])[O:60][C:58]([CH3:57])([CH3:80])[CH3:59])[CH:77]([CH3:79])[CH3:78]. The yield is 0.880. (7) The reactants are Cl[C:2]1[S:3][C:4]([C:13]([O:15][CH3:16])=[O:14])=[C:5]([C:7]2[N:11]([CH3:12])[N:10]=[CH:9][N:8]=2)[N:6]=1.[Cl:17][C:18]1[CH:19]=[C:20]([C:24]([NH:26][C@H:27]2[CH2:32][CH2:31][NH:30][CH2:29][C@H:28]2[O:33][CH2:34][CH2:35][CH3:36])=[O:25])[NH:21][C:22]=1[CH3:23].CCN(C(C)C)C(C)C.O. The yield is 0.571. The catalyst is CN1CCCC1=O. The product is [Cl:17][C:18]1[CH:19]=[C:20]([C:24]([NH:26][C@@H:27]2[CH2:32][CH2:31][N:30]([C:2]3[S:3][C:4]([C:13]([O:15][CH3:16])=[O:14])=[C:5]([C:7]4[N:11]([CH3:12])[N:10]=[CH:9][N:8]=4)[N:6]=3)[CH2:29][C@@H:28]2[O:33][CH2:34][CH2:35][CH3:36])=[O:25])[NH:21][C:22]=1[CH3:23]. (8) The catalyst is CN1C(=O)CCC1. The product is [C:20]1([NH:19][C:2]2[C:11]3[N:12]=[CH:13][S:14][C:10]=3[C:9]3[CH:8]=[CH:7][C:6]([C:15]([OH:17])=[O:16])=[CH:5][C:4]=3[N:3]=2)[CH:25]=[CH:24][CH:23]=[CH:22][CH:21]=1. The yield is 0.0800. The reactants are Cl[C:2]1[C:11]2[N:12]=[CH:13][S:14][C:10]=2[C:9]2[CH:8]=[CH:7][C:6]([C:15]([O:17]C)=[O:16])=[CH:5][C:4]=2[N:3]=1.[NH2:19][C:20]1[CH:25]=[CH:24][CH:23]=[CH:22][CH:21]=1. (9) The reactants are CS(C)=O.C(Cl)(=O)C(Cl)=O.[Cl:11][C:12]1[CH:28]=[C:27]([Cl:29])[CH:26]=[CH:25][C:13]=1[CH2:14][N:15]1[C:19]([CH2:20][OH:21])=[CH:18][C:17]([CH:22]([CH3:24])[CH3:23])=[N:16]1.C(N(CC)CC)C. The catalyst is ClCCl. The product is [Cl:11][C:12]1[CH:28]=[C:27]([Cl:29])[CH:26]=[CH:25][C:13]=1[CH2:14][N:15]1[C:19]([CH:20]=[O:21])=[CH:18][C:17]([CH:22]([CH3:24])[CH3:23])=[N:16]1. The yield is 0.900.